This data is from CYP3A4 inhibition data for predicting drug metabolism from PubChem BioAssay. The task is: Regression/Classification. Given a drug SMILES string, predict its absorption, distribution, metabolism, or excretion properties. Task type varies by dataset: regression for continuous measurements (e.g., permeability, clearance, half-life) or binary classification for categorical outcomes (e.g., BBB penetration, CYP inhibition). Dataset: cyp3a4_veith. (1) The compound is NCCC[C@H](N)CC(=O)N[C@H]1CNC(=O)[C@@H]([C@@H]2C[C@H](O)N=C(N)N2)NC(=O)/C(=C/NC(N)=O)NC(=O)[C@@H](CO)NC(=O)[C@@H](CO)NC1=O. The result is 0 (non-inhibitor). (2) The drug is O=S(=O)(c1cccc2cnccc12)N1CCNCC1. The result is 1 (inhibitor). (3) The compound is Cc1ccc(NC(=O)c2ccc(CSc3nnc(-c4ccncc4)n3C)cc2)cc1. The result is 0 (non-inhibitor).